The task is: Predict the reaction yield, written as a fraction of the theoretical maximum amount of product (1.0 means a 100% yield; for example, 0.34 means a 34% yield).. This data is from Reaction yield outcomes from USPTO patents with 853,638 reactions. (1) The reactants are [NH2:1][C:2]1[CH:7]=[CH:6][C:5]([N:8]2[CH:13]=[CH:12][C:11]([O:14]CC3C=CC=CC=3)=[CH:10][C:9]2=[O:22])=[CH:4][C:3]=1[F:23]. The catalyst is CO.[Pd]. The product is [NH2:1][C:2]1[CH:7]=[CH:6][C:5]([N:8]2[CH:13]=[CH:12][C:11]([OH:14])=[CH:10][C:9]2=[O:22])=[CH:4][C:3]=1[F:23]. The yield is 0.970. (2) The reactants are [CH3:1][C:2]1[CH:3]=[CH:4][N:5]2[C:10]=1[C:9](=[O:11])[N:8]([C:12]1[CH:17]=[CH:16][CH:15]=[CH:14][CH:13]=1)[C:7]([C@@H:18]([NH:20]C(=O)OC(C)(C)C)[CH3:19])=[N:6]2.FC(F)(F)C(O)=O. The catalyst is ClCCl. The product is [NH2:20][C@H:18]([C:7]1[N:8]([C:12]2[CH:17]=[CH:16][CH:15]=[CH:14][CH:13]=2)[C:9](=[O:11])[C:10]2=[C:2]([CH3:1])[CH:3]=[CH:4][N:5]2[N:6]=1)[CH3:19]. The yield is 0.780. (3) The reactants are [CH:1]12[CH2:10][CH:5]3[CH2:6][CH:7]([CH2:9][CH:3]([CH2:4]3)[C:2]1=[O:11])[CH2:8]2.C([O-])([O-])=[O:13].C([O-])([O-])=O.OO.OO.OO.[Na+].[Na+].[Na+].[Na+].C([O-])(O[O-])=O.[Na+].[Na+].O. The catalyst is C(O)(C(F)(F)F)=O. The product is [CH2:6]1[C@@H:5]2[CH2:10][CH:1]3[O:13][C:2](=[O:11])[CH:3]([CH2:4]2)[CH2:9][C@@H:7]1[CH2:8]3. The yield is 0.970. (4) The reactants are [C:1]([N:4]1[C:13]2[C:8](=[C:9]([O:15][C:16]3[CH:24]=[CH:23][C:19]([C:20]([NH2:22])=[O:21])=[CH:18][CH:17]=3)[C:10](Br)=[CH:11][CH:12]=2)[CH2:7][CH2:6][C@@H:5]1[CH3:25])(=[O:3])[CH3:2].CC1(C)OB([C:32]2[CH:33]=[N:34][N:35]([CH:37]3[CH2:42][CH2:41][N:40]([C:43]([O:45][C:46]([CH3:49])([CH3:48])[CH3:47])=[O:44])[CH2:39][CH2:38]3)[CH:36]=2)OC1(C)C.C(=O)([O-])[O-].[K+].[K+]. The catalyst is O1CCOCC1.O.C1C=CC(P(C2C=CC=CC=2)[C-]2C=CC=C2)=CC=1.C1C=CC(P(C2C=CC=CC=2)[C-]2C=CC=C2)=CC=1.Cl[Pd]Cl.[Fe+2].ClCCl. The product is [C:1]([N:4]1[C:13]2[C:8](=[C:9]([O:15][C:16]3[CH:24]=[CH:23][C:19]([C:20](=[O:21])[NH2:22])=[CH:18][CH:17]=3)[C:10]([C:32]3[CH:33]=[N:34][N:35]([CH:37]4[CH2:38][CH2:39][N:40]([C:43]([O:45][C:46]([CH3:49])([CH3:48])[CH3:47])=[O:44])[CH2:41][CH2:42]4)[CH:36]=3)=[CH:11][CH:12]=2)[CH2:7][CH2:6][C@@H:5]1[CH3:25])(=[O:3])[CH3:2]. The yield is 0.700. (5) The reactants are [CH3:1][N:2]1[CH:7]=[CH:6][C:5]2[O:8][CH:9]=[N:10][C:4]=2[C:3]1=[O:11].C1C(=O)N([Br:19])C(=O)C1. The catalyst is CC#N. The product is [Br:19][C:6]1[C:5]2[O:8][CH:9]=[N:10][C:4]=2[C:3](=[O:11])[N:2]([CH3:1])[CH:7]=1. The yield is 0.450. (6) The reactants are [CH2:1]([O:8][C:9]1([C:12]2[CH:17]=[CH:16][C:15]([C:18]#[C:19][C:20]3[CH:30]=[CH:29][C:23]([C:24]([O:26]CC)=[O:25])=[CH:22][CH:21]=3)=[CH:14][C:13]=2[CH3:31])[CH2:11][CH2:10]1)[C:2]1[CH:7]=[CH:6][CH:5]=[CH:4][CH:3]=1.[OH-].[Na+]. The catalyst is C(O)C.O1CCCC1. The product is [CH2:1]([O:8][C:9]1([C:12]2[CH:17]=[CH:16][C:15]([C:18]#[C:19][C:20]3[CH:21]=[CH:22][C:23]([C:24]([OH:26])=[O:25])=[CH:29][CH:30]=3)=[CH:14][C:13]=2[CH3:31])[CH2:11][CH2:10]1)[C:2]1[CH:7]=[CH:6][CH:5]=[CH:4][CH:3]=1. The yield is 0.760.